Task: Predict the reactants needed to synthesize the given product.. Dataset: Full USPTO retrosynthesis dataset with 1.9M reactions from patents (1976-2016) (1) Given the product [C:1]([O:5][C:6](=[O:33])[N:7]([CH:9]1[CH2:14][CH2:13][CH:12]([N:15]([C:40]([C:39]2[S:38][C:37]3[CH:43]=[CH:44][CH:45]=[CH:46][C:36]=3[C:35]=2[Cl:34])=[O:41])[CH2:16][C:17]2[CH:18]=[C:19]([C:25]3[CH:26]=[CH:27][C:28]([O:31][CH3:32])=[CH:29][CH:30]=3)[CH:20]=[CH:21][C:22]=2[O:23][CH3:24])[CH2:11][CH2:10]1)[CH3:8])([CH3:4])([CH3:3])[CH3:2], predict the reactants needed to synthesize it. The reactants are: [C:1]([O:5][C:6](=[O:33])[N:7]([CH:9]1[CH2:14][CH2:13][CH:12]([NH:15][CH2:16][C:17]2[CH:18]=[C:19]([C:25]3[CH:30]=[CH:29][C:28]([O:31][CH3:32])=[CH:27][CH:26]=3)[CH:20]=[CH:21][C:22]=2[O:23][CH3:24])[CH2:11][CH2:10]1)[CH3:8])([CH3:4])([CH3:3])[CH3:2].[Cl:34][C:35]1[C:36]2[CH:46]=[CH:45][CH:44]=[CH:43][C:37]=2[S:38][C:39]=1[C:40](Cl)=[O:41]. (2) Given the product [Cl:8][C:9]([O:5][CH2:4][CH2:3][Si:2]([CH3:7])([CH3:6])[CH3:1])=[O:11], predict the reactants needed to synthesize it. The reactants are: [CH3:1][Si:2]([CH3:7])([CH3:6])[CH2:3][CH2:4][OH:5].[Cl:8][C:9](Cl)([O:11]C(=O)OC(Cl)(Cl)Cl)Cl. (3) Given the product [CH3:1][C:2]1[CH2:7][CH2:6][CH2:5][C:4]([CH3:8])([CH3:9])[C:3]=1/[CH:10]=[CH:11]/[C:12](/[CH3:21])=[CH:13]/[CH:14]=[CH:15]/[C:16](/[CH3:20])=[CH:17]/[CH2:18][OH:19].[C:29]([O-:49])(=[O:48])[CH2:30][CH2:31][CH2:32][CH2:33][CH2:34][CH2:35][CH2:36]/[CH:37]=[CH:38]\[CH2:39][C@@H:40]([CH2:42][CH2:43][CH2:44][CH2:45][CH2:46][CH3:47])[OH:41], predict the reactants needed to synthesize it. The reactants are: [CH3:1][C:2]1[CH2:7][CH2:6][CH2:5][C:4]([CH3:9])([CH3:8])[C:3]=1/[CH:10]=[CH:11]/[C:12](/[CH3:21])=[CH:13]/[CH:14]=[CH:15]/[C:16](/[CH3:20])=[CH:17]/[CH2:18][OH:19].C1(C)C=CC=CC=1.[C:29]([OH:49])(=[O:48])[CH2:30][CH2:31][CH2:32][CH2:33][CH2:34][CH2:35][CH2:36]/[CH:37]=[CH:38]\[CH2:39][C@@H:40]([CH2:42][CH2:43][CH2:44][CH2:45][CH2:46][CH3:47])[OH:41]. (4) The reactants are: [CH3:1][NH:2][C:3](=[O:19])[C:4]1[CH:9]=[CH:8][C:7]([NH:10][C:11]2([C:16]#N)[CH2:15][CH2:14][CH2:13][CH2:12]2)=[CH:6][C:5]=1[F:18].[N:20]([C:23]1[CH:30]=[CH:29][C:26]([C:27]#[N:28])=[C:25]([C:31]([F:34])([F:33])[F:32])[CH:24]=1)=[C:21]=[S:22].C[OH:36].Cl. Given the product [C:27]([C:26]1[CH:29]=[CH:30][C:23]([N:20]2[C:16](=[O:36])[C:11]3([CH2:15][CH2:14][CH2:13][CH2:12]3)[N:10]([C:7]3[CH:8]=[CH:9][C:4]([C:3]([NH:2][CH3:1])=[O:19])=[C:5]([F:18])[CH:6]=3)[C:21]2=[S:22])=[CH:24][C:25]=1[C:31]([F:32])([F:34])[F:33])#[N:28].[CH3:1][NH:2][C:3]([C:4]1[CH:9]=[CH:8][C:7]([N:10]2[C:11]3([CH2:15][CH2:14][CH2:13]3)[C:16](=[O:36])[N:20]([C:23]3[CH:30]=[CH:29][C:26]([C:27]#[N:28])=[C:25]([C:31]([F:32])([F:34])[F:33])[CH:24]=3)[C:21]2=[S:22])=[CH:6][C:5]=1[F:18])=[O:19], predict the reactants needed to synthesize it. (5) Given the product [CH3:9][O:10][NH:11][CH2:12][CH2:13][CH2:14][CH2:15][N:16]1[C:28]2[C:27]3[N:26]=[CH:25][CH:24]=[CH:23][C:22]=3[N:21]=[C:20]([NH2:29])[C:19]=2[N:18]=[C:17]1[CH2:30][CH2:31][CH3:32], predict the reactants needed to synthesize it. The reactants are: C([BH3-])#N.[Na+].C(O)(=O)C.[CH3:9][O:10][N:11]=[CH:12][CH2:13][CH2:14][CH2:15][N:16]1[C:28]2[C:27]3[N:26]=[CH:25][CH:24]=[CH:23][C:22]=3[N:21]=[C:20]([NH2:29])[C:19]=2[N:18]=[C:17]1[CH2:30][CH2:31][CH3:32]. (6) Given the product [CH2:11]([OH:10])[C@H:7]([OH:8])[CH2:1][CH2:2]/[CH:3]=[CH:4]\[CH2:5][CH3:6], predict the reactants needed to synthesize it. The reactants are: [CH2:1]([C@@H:7]1[CH2:11][O:10]C(C)(C)[O:8]1)[CH2:2]/[CH:3]=[CH:4]\[CH2:5][CH3:6].